From a dataset of Peptide-MHC class I binding affinity with 185,985 pairs from IEDB/IMGT. Regression. Given a peptide amino acid sequence and an MHC pseudo amino acid sequence, predict their binding affinity value. This is MHC class I binding data. (1) The peptide sequence is KSFFWFNEV. The MHC is HLA-A02:06 with pseudo-sequence HLA-A02:06. The binding affinity (normalized) is 0.893. (2) The peptide sequence is ALAGNHWHV. The MHC is HLA-B08:02 with pseudo-sequence HLA-B08:02. The binding affinity (normalized) is 0.0847. (3) The peptide sequence is QTSYQYLII. The MHC is HLA-B07:02 with pseudo-sequence HLA-B07:02. The binding affinity (normalized) is 0. (4) The peptide sequence is VTDGGEVGE. The MHC is HLA-A02:12 with pseudo-sequence HLA-A02:12. The binding affinity (normalized) is 1.00. (5) The peptide sequence is AYLRKHFSM. The MHC is HLA-A23:01 with pseudo-sequence HLA-A23:01. The binding affinity (normalized) is 0.0662. (6) The peptide sequence is IQVNKGVAY. The MHC is HLA-B15:02 with pseudo-sequence HLA-B15:02. The binding affinity (normalized) is 0.495.